Dataset: HIV replication inhibition screening data with 41,000+ compounds from the AIDS Antiviral Screen. Task: Binary Classification. Given a drug SMILES string, predict its activity (active/inactive) in a high-throughput screening assay against a specified biological target. The molecule is Cn1ncc2[nH]c(=O)n(OS(=O)(=O)c3ccccc3)c(=O)c21. The result is 0 (inactive).